From a dataset of Peptide-MHC class II binding affinity with 134,281 pairs from IEDB. Regression. Given a peptide amino acid sequence and an MHC pseudo amino acid sequence, predict their binding affinity value. This is MHC class II binding data. (1) The peptide sequence is LQEIPTMLKKGMTTV. The MHC is DRB1_0404 with pseudo-sequence DRB1_0404. The binding affinity (normalized) is 0.586. (2) The peptide sequence is STDLELSWNLNGLQAY. The binding affinity (normalized) is 0.645. The MHC is HLA-DQA10101-DQB10501 with pseudo-sequence HLA-DQA10101-DQB10501. (3) The peptide sequence is DFREFSRAKGLNQEI. The MHC is HLA-DQA10101-DQB10501 with pseudo-sequence HLA-DQA10101-DQB10501. The binding affinity (normalized) is 0.0994. (4) The peptide sequence is ALLIIPPKIHISIEL. The MHC is DRB1_1501 with pseudo-sequence DRB1_1501. The binding affinity (normalized) is 0.306. (5) The peptide sequence is VVIEELFNRIPETSV. The MHC is HLA-DPA10301-DPB10402 with pseudo-sequence HLA-DPA10301-DPB10402. The binding affinity (normalized) is 0.443. (6) The peptide sequence is VRKTIPDVIELAYQK. The MHC is H-2-IAb with pseudo-sequence H-2-IAb. The binding affinity (normalized) is 0.0150.